From a dataset of Forward reaction prediction with 1.9M reactions from USPTO patents (1976-2016). Predict the product of the given reaction. Given the reactants [Cl:1][C:2]1[CH:3]=[C:4]([C:12]([O:14][CH3:15])=[O:13])[C:5]2[C:10]([CH3:11])=[N:9][NH:8][C:6]=2[N:7]=1.[CH:16]1(B(O)O)[CH2:18][CH2:17]1.C(=O)([O-])[O-].[Na+].[Na+].N1C=CC=CC=1C1C=CC=CN=1.[NH4+].[Cl-], predict the reaction product. The product is: [Cl:1][C:2]1[CH:3]=[C:4]([C:12]([O:14][CH3:15])=[O:13])[C:5]2[C:10]([CH3:11])=[N:9][N:8]([CH:16]3[CH2:18][CH2:17]3)[C:6]=2[N:7]=1.